Dataset: hERG Central: cardiac toxicity at 1µM, 10µM, and general inhibition. Task: Predict hERG channel inhibition at various concentrations. The molecule is CCCN1CCc2c(sc(NC(=O)C3CCN(S(=O)(=O)c4cccs4)CC3)c2C(N)=O)C1.Cl. Results: hERG_inhib (hERG inhibition (general)): blocker.